Task: Predict the reactants needed to synthesize the given product.. Dataset: Full USPTO retrosynthesis dataset with 1.9M reactions from patents (1976-2016) (1) Given the product [OH:1][CH2:2][CH2:3][CH2:4][CH2:5][CH2:6][CH2:7][CH2:8][CH2:9][CH2:10][CH2:11][CH2:12][C:13]([O:15][CH2:16][CH3:17])=[O:14], predict the reactants needed to synthesize it. The reactants are: [OH:1][CH2:2][CH2:3][CH2:4][CH2:5][CH2:6][CH2:7][CH2:8][CH2:9][CH2:10][CH2:11][CH2:12][C:13]([OH:15])=[O:14].[C:16](Cl)(=O)[CH3:17]. (2) Given the product [C:22]([C:26]1[CH:31]=[CH:30][C:29]([C:32]2[CH:37]=[CH:36][N:35]=[C:34]([Br:20])[CH:33]=2)=[CH:28][CH:27]=1)([CH3:25])([CH3:24])[CH3:23], predict the reactants needed to synthesize it. The reactants are: C1(P(C2C=CC=CC=2)C2C=CC=CC=2)C=CC=CC=1.[Br:20]Br.[C:22]([C:26]1[CH:31]=[CH:30][C:29]([C:32]2[CH:37]=[CH:36][N+:35]([O-])=[CH:34][CH:33]=2)=[CH:28][CH:27]=1)([CH3:25])([CH3:24])[CH3:23]. (3) Given the product [N:21]1[CH:22]=[CH:23][CH:24]=[CH:25][C:20]=1[S:17]([NH:16][CH2:15][C:11]1[N:10]=[C:9]([NH:8][CH2:26][C:27]([O:29][CH:30]([CH3:32])[CH3:31])=[O:28])[CH:14]=[CH:13][CH:12]=1)(=[O:18])=[O:19], predict the reactants needed to synthesize it. The reactants are: C(OC([N:8]([CH2:26][C:27]([O:29][C:30](C)([CH3:32])[CH3:31])=[O:28])[C:9]1[CH:14]=[CH:13][CH:12]=[C:11]([CH2:15][NH:16][S:17]([C:20]2[CH:25]=[CH:24][CH:23]=[CH:22][N:21]=2)(=[O:19])=[O:18])[N:10]=1)=O)(C)(C)C.C(OC(N(CC(OC(C)(C)C)=O)C1C=CC=C(CNS(C2SC=CC=2)(=O)=O)N=1)=O)(C)(C)C.Cl.C(O)(C)C. (4) Given the product [C:43]([C:42]1[C:34]([C:30]2[CH:31]=[CH:32][CH:33]=[C:28]([F:27])[CH:29]=2)=[N:35][N:36]2[CH2:41][CH2:40][N:39]([C:19]([NH:1][CH:2]3[CH2:3][CH2:4][N:5]([C:8]([O:10][C:11]([CH3:14])([CH3:13])[CH3:12])=[O:9])[CH2:6][CH2:7]3)=[O:25])[CH2:38][C:37]=12)(=[O:44])[NH2:45], predict the reactants needed to synthesize it. The reactants are: [NH2:1][CH:2]1[CH2:7][CH2:6][N:5]([C:8]([O:10][C:11]([CH3:14])([CH3:13])[CH3:12])=[O:9])[CH2:4][CH2:3]1.ClC(Cl)(O[C:19](=[O:25])OC(Cl)(Cl)Cl)Cl.[F:27][C:28]1[CH:29]=[C:30]([C:34]2[C:42]([C:43]([NH2:45])=[O:44])=[C:37]3[CH2:38][NH:39][CH2:40][CH2:41][N:36]3[N:35]=2)[CH:31]=[CH:32][CH:33]=1. (5) Given the product [C:22]([N:19]1[CH2:18][CH2:17][CH:16]([C:10]2[CH:11]=[CH:12][C:13]([C:25]([OH:28])=[O:27])=[CH:14][CH:15]=2)[CH2:21][CH2:20]1)(=[O:24])[CH3:23], predict the reactants needed to synthesize it. The reactants are: ClCCl.C(Cl)(=O)C(Cl)=O.[C:10]1([CH:16]2[CH2:21][CH2:20][N:19]([C:22](=[O:24])[CH3:23])[CH2:18][CH2:17]2)[CH:15]=[CH:14][CH:13]=[CH:12][CH:11]=1.[C:25]([O:28]CC)(=[O:27])C. (6) Given the product [Cl:14][C:11]1[CH:12]=[C:13]2[C:8](=[CH:9][C:10]=1[CH3:15])[O:7][CH2:6][CH2:5][CH:4]2[NH2:3], predict the reactants needed to synthesize it. The reactants are: CO[N:3]=[C:4]1[C:13]2[C:8](=[CH:9][C:10]([CH3:15])=[C:11]([Cl:14])[CH:12]=2)[O:7][CH2:6][CH2:5]1.CON=C1C2C(=CC=C(C)C=2)OCC1. (7) Given the product [C:26]([C:21]1[CH:22]=[CH:23][CH:24]=[CH:25][C:20]=1[C:17]1[CH:16]=[CH:15][C:14]([CH2:13][C:10]2[C:11](=[O:12])[N:6]([C@@H:4]3[CH2:5][C@H:2]([O:1][CH2:36][C:37]([O:39][CH2:40][CH3:41])=[O:38])[CH2:3]3)[C:7]3[N:8]([N:31]=[CH:32][N:33]=3)[C:9]=2[CH2:28][CH2:29][CH3:30])=[CH:19][CH:18]=1)#[N:27], predict the reactants needed to synthesize it. The reactants are: [OH:1][C@@H:2]1[CH2:5][C@H:4]([N:6]2[C:11](=[O:12])[C:10]([CH2:13][C:14]3[CH:19]=[CH:18][C:17]([C:20]4[C:21]([C:26]#[N:27])=[CH:22][CH:23]=[CH:24][CH:25]=4)=[CH:16][CH:15]=3)=[C:9]([CH2:28][CH2:29][CH3:30])[N:8]3[N:31]=[CH:32][N:33]=[C:7]23)[CH2:3]1.[N+](=[CH:36][C:37]([O:39][CH2:40][CH3:41])=[O:38])=[N-]. (8) Given the product [F:1][C:2]1[C:9]([C:10]2[CH:15]=[N:14][CH:13]=[C:12]([NH:16][C@H:17]([C:19]3[CH:20]=[CH:21][CH:22]=[CH:23][CH:24]=3)[CH3:18])[N:11]=2)=[CH:8][CH:7]=[CH:6][C:3]=1[CH:4]=[C:29]1[S:25][C:26](=[O:31])[NH:27][C:28]1=[O:30], predict the reactants needed to synthesize it. The reactants are: [F:1][C:2]1[C:9]([C:10]2[CH:15]=[N:14][CH:13]=[C:12]([NH:16][C@H:17]([C:19]3[CH:24]=[CH:23][CH:22]=[CH:21][CH:20]=3)[CH3:18])[N:11]=2)=[CH:8][CH:7]=[CH:6][C:3]=1[CH:4]=O.[S:25]1[CH2:29][C:28](=[O:30])[NH:27][C:26]1=[O:31].N1CCCCC1.